Dataset: M1 muscarinic receptor agonist screen with 61,833 compounds. Task: Binary Classification. Given a drug SMILES string, predict its activity (active/inactive) in a high-throughput screening assay against a specified biological target. The drug is S(CC(=O)N1CCCc2c1cccc2)c1snc(SC)n1. The result is 0 (inactive).